Dataset: Peptide-MHC class I binding affinity with 185,985 pairs from IEDB/IMGT. Task: Regression. Given a peptide amino acid sequence and an MHC pseudo amino acid sequence, predict their binding affinity value. This is MHC class I binding data. (1) The peptide sequence is VLKAMHDKKI. The MHC is HLA-A02:06 with pseudo-sequence HLA-A02:06. The binding affinity (normalized) is 0. (2) The peptide sequence is IMDKEQLLKI. The MHC is HLA-A02:02 with pseudo-sequence HLA-A02:02. The binding affinity (normalized) is 0.469. (3) The peptide sequence is FQPQNGQFR. The MHC is H-2-Db with pseudo-sequence H-2-Db. The binding affinity (normalized) is 0.0459. (4) The peptide sequence is LMWASSGFF. The MHC is HLA-A02:03 with pseudo-sequence HLA-A02:03. The binding affinity (normalized) is 0.490.